This data is from Catalyst prediction with 721,799 reactions and 888 catalyst types from USPTO. The task is: Predict which catalyst facilitates the given reaction. Reactant: [CH3:1][C:2]1([CH3:33])[O:7][C@H:6](/[CH:8]=[CH:9]/[C:10]2[CH:15]=[CH:14][C:13]([CH3:16])=[CH:12][CH:11]=2)[CH:5]([N:17]([C:26]([O:28][C:29]([CH3:32])([CH3:31])[CH3:30])=[O:27])NC(OC(C)(C)C)=O)[CH2:4][O:3]1.C([O-])([O-])=O.[Cs+].[Cs+].BrCC(OC)=O. Product: [CH3:1][C:2]1([CH3:33])[O:7][C@H:6](/[CH:8]=[CH:9]/[C:10]2[CH:15]=[CH:14][C:13]([CH3:16])=[CH:12][CH:11]=2)[CH:5]([NH:17][C:26](=[O:27])[O:28][C:29]([CH3:32])([CH3:31])[CH3:30])[CH2:4][O:3]1. The catalyst class is: 23.